From a dataset of Forward reaction prediction with 1.9M reactions from USPTO patents (1976-2016). Predict the product of the given reaction. Given the reactants [C:1]([C:3]1[CH:4]=[C:5]2[C:9](=[CH:10][CH:11]=1)[N:8]([CH2:12][CH2:13][C:14]([O:16][CH2:17][CH3:18])=[O:15])[N:7]=[CH:6]2)#[N:2].C(=O)(O)[O-].[Na+].Cl.[NH2:25][OH:26], predict the reaction product. The product is: [OH:26][NH:25][C:1](=[NH:2])[C:3]1[CH:4]=[C:5]2[C:9](=[CH:10][CH:11]=1)[N:8]([CH2:12][CH2:13][C:14]([O:16][CH2:17][CH3:18])=[O:15])[N:7]=[CH:6]2.